Dataset: NCI-60 drug combinations with 297,098 pairs across 59 cell lines. Task: Regression. Given two drug SMILES strings and cell line genomic features, predict the synergy score measuring deviation from expected non-interaction effect. (1) Drug 1: CC1CCC2CC(C(=CC=CC=CC(CC(C(=O)C(C(C(=CC(C(=O)CC(OC(=O)C3CCCCN3C(=O)C(=O)C1(O2)O)C(C)CC4CCC(C(C4)OC)OCCO)C)C)O)OC)C)C)C)OC. Drug 2: CNC(=O)C1=NC=CC(=C1)OC2=CC=C(C=C2)NC(=O)NC3=CC(=C(C=C3)Cl)C(F)(F)F. Cell line: MDA-MB-435. Synergy scores: CSS=12.2, Synergy_ZIP=-5.56, Synergy_Bliss=-4.46, Synergy_Loewe=-21.4, Synergy_HSA=-3.23. (2) Drug 1: CC1=CC2C(CCC3(C2CCC3(C(=O)C)OC(=O)C)C)C4(C1=CC(=O)CC4)C. Drug 2: CCCCC(=O)OCC(=O)C1(CC(C2=C(C1)C(=C3C(=C2O)C(=O)C4=C(C3=O)C=CC=C4OC)O)OC5CC(C(C(O5)C)O)NC(=O)C(F)(F)F)O. Cell line: SNB-75. Synergy scores: CSS=-6.64, Synergy_ZIP=2.37, Synergy_Bliss=-4.65, Synergy_Loewe=-9.29, Synergy_HSA=-10.0. (3) Drug 1: CC1OCC2C(O1)C(C(C(O2)OC3C4COC(=O)C4C(C5=CC6=C(C=C35)OCO6)C7=CC(=C(C(=C7)OC)O)OC)O)O. Drug 2: CN(C(=O)NC(C=O)C(C(C(CO)O)O)O)N=O. Cell line: HCC-2998. Synergy scores: CSS=16.6, Synergy_ZIP=-3.09, Synergy_Bliss=-0.297, Synergy_Loewe=-15.3, Synergy_HSA=-0.0311. (4) Drug 1: CN(CC1=CN=C2C(=N1)C(=NC(=N2)N)N)C3=CC=C(C=C3)C(=O)NC(CCC(=O)O)C(=O)O. Drug 2: C1CCC(C(C1)N)N.C(=O)(C(=O)[O-])[O-].[Pt+4]. Cell line: HT29. Synergy scores: CSS=57.0, Synergy_ZIP=-5.63, Synergy_Bliss=-6.84, Synergy_Loewe=-19.7, Synergy_HSA=-4.42. (5) Drug 1: CN1CCC(CC1)COC2=C(C=C3C(=C2)N=CN=C3NC4=C(C=C(C=C4)Br)F)OC. Drug 2: C1=CC(=CC=C1CCCC(=O)O)N(CCCl)CCCl. Cell line: SNB-19. Synergy scores: CSS=20.6, Synergy_ZIP=5.46, Synergy_Bliss=8.94, Synergy_Loewe=8.00, Synergy_HSA=8.84. (6) Drug 1: COCCOC1=C(C=C2C(=C1)C(=NC=N2)NC3=CC=CC(=C3)C#C)OCCOC.Cl. Drug 2: CC1C(C(CC(O1)OC2CC(CC3=C2C(=C4C(=C3O)C(=O)C5=CC=CC=C5C4=O)O)(C(=O)C)O)N)O. Cell line: SN12C. Synergy scores: CSS=52.0, Synergy_ZIP=-9.55, Synergy_Bliss=-6.73, Synergy_Loewe=-2.77, Synergy_HSA=-1.37.